This data is from Full USPTO retrosynthesis dataset with 1.9M reactions from patents (1976-2016). The task is: Predict the reactants needed to synthesize the given product. Given the product [N:15]1([C:4]2[C:5]3[O:10][C:9]4[N:11]=[CH:12][CH:13]=[CH:14][C:8]=4[C:6]=3[N:7]=[C:2]([C:25]3[CH:26]=[CH:27][N:28]=[C:29]4[NH:21][CH:22]=[CH:23][C:24]=34)[N:3]=2)[CH2:20][CH2:19][O:18][CH2:17][CH2:16]1, predict the reactants needed to synthesize it. The reactants are: Cl[C:2]1[N:3]=[C:4]([N:15]2[CH2:20][CH2:19][O:18][CH2:17][CH2:16]2)[C:5]2[O:10][C:9]3[N:11]=[CH:12][CH:13]=[CH:14][C:8]=3[C:6]=2[N:7]=1.[NH:21]1[C:29]2[N:28]=[CH:27][CH:26]=[C:25](B3OC(C)(C)C(C)(C)O3)[C:24]=2[CH:23]=[CH:22]1.C(=O)([O-])O.[Na+].C(O)C.